This data is from Full USPTO retrosynthesis dataset with 1.9M reactions from patents (1976-2016). The task is: Predict the reactants needed to synthesize the given product. Given the product [C:22]([C:10]1[N:9]=[C:8]([NH:7][CH2:6][C:5]2[CH:27]=[CH:28][C:29]([O:30][CH3:31])=[C:3]([O:2][CH3:1])[CH:4]=2)[N:13]2[N:14]=[C:15]([C:17]3[O:18][CH:19]=[CH:20][CH:21]=3)[N:16]=[C:12]2[CH:11]=1)(=[O:24])[CH3:23], predict the reactants needed to synthesize it. The reactants are: [CH3:1][O:2][C:3]1[CH:4]=[C:5]([CH:27]=[CH:28][C:29]=1[O:30][CH3:31])[CH2:6][NH:7][C:8]1[N:13]2[N:14]=[C:15]([C:17]3[O:18][CH:19]=[CH:20][CH:21]=3)[N:16]=[C:12]2[CH:11]=[C:10]([C:22]([O:24]CC)=[CH2:23])[N:9]=1.